This data is from Reaction yield outcomes from USPTO patents with 853,638 reactions. The task is: Predict the reaction yield, written as a fraction of the theoretical maximum amount of product (1.0 means a 100% yield; for example, 0.34 means a 34% yield). (1) The reactants are [F:1][C:2]1[CH:34]=[CH:33][C:5]([CH2:6][O:7][C@H:8]([C@H:13]2[O:21][C@H:20]3[C@H:16]([N:17]=[C:18]([N:22]([CH3:30])[C:23](=[O:29])[O:24][C:25]([CH3:28])([CH3:27])[CH3:26])[S:19]3)[C@@H:15]([OH:31])[C@@H:14]2[OH:32])[C:9]([F:12])([F:11])[F:10])=[CH:4][CH:3]=1.CO[C:37]([CH3:39])=[CH2:38].CC1C=CC(S(O)(=O)=O)=CC=1. The catalyst is CC(C)=O. The product is [CH3:38][C:37]1([CH3:39])[O:31][C@H:15]2[C@@H:14]([C@@H:13]([C@H:8]([O:7][CH2:6][C:5]3[CH:4]=[CH:3][C:2]([F:1])=[CH:34][CH:33]=3)[C:9]([F:10])([F:12])[F:11])[O:21][C@H:20]3[C@@H:16]2[N:17]=[C:18]([N:22]([CH3:30])[C:23](=[O:29])[O:24][C:25]([CH3:26])([CH3:27])[CH3:28])[S:19]3)[O:32]1. The yield is 0.530. (2) The yield is 0.950. The reactants are [F:1][C:2]1([F:36])[CH2:5][CH:4]([CH2:6][O:7][CH2:8][C:9]2[CH:14]=[C:13]([C:15]([O:17]CC)=[CH2:16])[N:12]=[C:11]([NH:20][C:21]3[CH:26]=[CH:25][C:24]([C:27]4[CH:32]=[C:31]([CH3:33])[N:30]=[N:29][CH:28]=4)=[C:23]([O:34][CH3:35])[CH:22]=3)[N:10]=2)[CH2:3]1.O.Cl. The catalyst is O1CCOCC1. The product is [F:36][C:2]1([F:1])[CH2:5][CH:4]([CH2:6][O:7][CH2:8][C:9]2[N:10]=[C:11]([NH:20][C:21]3[CH:26]=[CH:25][C:24]([C:27]4[CH:32]=[C:31]([CH3:33])[N:30]=[N:29][CH:28]=4)=[C:23]([O:34][CH3:35])[CH:22]=3)[N:12]=[C:13]([C:15](=[O:17])[CH3:16])[CH:14]=2)[CH2:3]1. (3) The reactants are [Br:1][C:2]1[C:7]([F:8])=[CH:6][C:5]([N:9]2[C:18]3[C:13](=[CH:14][C:15]([S:19]([O:22]C4C(F)=C(F)C(F)=C(F)C=4F)(=[O:21])=O)=[CH:16][CH:17]=3)[CH:12]=[CH:11][C:10]2=[O:34])=[C:4]([O:35][CH3:36])[CH:3]=1.[N:37]1[CH:42]=[CH:41][CH:40]=[N:39][C:38]=1[NH2:43].C[Si]([N-][Si](C)(C)C)(C)C.[Li+]. The catalyst is C1COCC1. The product is [Br:1][C:2]1[C:7]([F:8])=[CH:6][C:5]([N:9]2[C:18]3[C:13](=[CH:14][C:15]([S:19]([NH:43][C:38]4[N:39]=[CH:40][CH:41]=[CH:42][N:37]=4)(=[O:21])=[O:22])=[CH:16][CH:17]=3)[CH:12]=[CH:11][C:10]2=[O:34])=[C:4]([O:35][CH3:36])[CH:3]=1. The yield is 0.753.